This data is from Catalyst prediction with 721,799 reactions and 888 catalyst types from USPTO. The task is: Predict which catalyst facilitates the given reaction. (1) Reactant: [CH3:1][C:2]1[C:14]2[C:13](=[S:15])[C:12]3[C:7](=[CH:8][CH:9]=[CH:10][CH:11]=3)[NH:6][C:5]=2[N:4]([C:16]2[CH:21]=[CH:20][CH:19]=[CH:18][N:17]=2)[N:3]=1.I[CH2:23][CH2:24][CH3:25].C(=O)([O-])[O-].[K+].[K+]. Product: [CH3:1][C:2]1[C:14]2[C:5](=[N:6][C:7]3[C:12]([C:13]=2[S:15][CH2:23][CH2:24][CH3:25])=[CH:11][CH:10]=[CH:9][CH:8]=3)[N:4]([C:16]2[CH:21]=[CH:20][CH:19]=[CH:18][N:17]=2)[N:3]=1. The catalyst class is: 9. (2) Reactant: [CH2:1]([O:3][C:4]1[CH:23]=[CH:22][C:7]([O:8][CH:9]2[CH2:12][N:11]([C:13]3[CH:18]=[CH:17][C:16]([C@@H:19]([NH2:21])[CH3:20])=[CH:15][CH:14]=3)[CH2:10]2)=[CH:6][CH:5]=1)[CH3:2].Br[C:25]1[CH2:29][O:28][C:27](=[O:30])[CH:26]=1. Product: [CH2:1]([O:3][C:4]1[CH:23]=[CH:22][C:7]([O:8][CH:9]2[CH2:10][N:11]([C:13]3[CH:18]=[CH:17][C:16]([C@@H:19]([NH:21][C:25]4[CH2:29][O:28][C:27](=[O:30])[CH:26]=4)[CH3:20])=[CH:15][CH:14]=3)[CH2:12]2)=[CH:6][CH:5]=1)[CH3:2]. The catalyst class is: 1.